This data is from Forward reaction prediction with 1.9M reactions from USPTO patents (1976-2016). The task is: Predict the product of the given reaction. Given the reactants [CH:1]1([CH:4]([N:8]2[CH:12]=[C:11]([C:13]3[N:18]4[CH:19]=[CH:20][N:21]=[C:17]4[CH:16]=[C:15]([C:22]4[N:26]5[CH2:27][CH2:28][NH:29][CH2:30][C:25]5=[N:24][CH:23]=4)[N:14]=3)[CH:10]=[N:9]2)[CH2:5][C:6]#[N:7])[CH2:3][CH2:2]1.C=O.[C:33](O[BH-](OC(=O)C)OC(=O)C)(=O)C.[Na+], predict the reaction product. The product is: [CH:1]1([CH:4]([N:8]2[CH:12]=[C:11]([C:13]3[N:18]4[CH:19]=[CH:20][N:21]=[C:17]4[CH:16]=[C:15]([C:22]4[N:26]5[CH2:27][CH2:28][N:29]([CH3:33])[CH2:30][C:25]5=[N:24][CH:23]=4)[N:14]=3)[CH:10]=[N:9]2)[CH2:5][C:6]#[N:7])[CH2:3][CH2:2]1.